Task: Predict the reactants needed to synthesize the given product.. Dataset: Full USPTO retrosynthesis dataset with 1.9M reactions from patents (1976-2016) Given the product [CH:13]1([C:2]2[CH:3]=[C:4]3[C:9](=[CH:10][CH:11]=2)[C:8](=[O:12])[NH:7][N:6]=[CH:5]3)[CH2:15][CH2:14]1, predict the reactants needed to synthesize it. The reactants are: Br[C:2]1[CH:3]=[C:4]2[C:9](=[CH:10][CH:11]=1)[C:8](=[O:12])[NH:7][N:6]=[CH:5]2.[CH:13]1(B(O)O)[CH2:15][CH2:14]1.C1(P(C2CCCCC2)C2CCCCC2)CCCCC1.P([O-])([O-])([O-])=O.[K+].[K+].[K+].